This data is from Catalyst prediction with 721,799 reactions and 888 catalyst types from USPTO. The task is: Predict which catalyst facilitates the given reaction. (1) Reactant: [CH3:1][O:2][C:3]1[CH:4]=[CH:5][C:6]2[NH:12][C:11](=[O:13])[N:10]([CH:14]3[CH2:19][CH2:18][NH:17][CH2:16][CH2:15]3)[CH2:9][CH2:8][C:7]=2[CH:20]=1.I[C:22]1[N:27]=[CH:26][N:25]=[C:24]([C:28]([C:30]2[CH:39]=[C:38]([CH3:40])[C:33]3[O:34][CH2:35][CH2:36][O:37][C:32]=3[CH:31]=2)=[O:29])[CH:23]=1.CCN(C(C)C)C(C)C. Product: [CH3:1][O:2][C:3]1[CH:4]=[CH:5][C:6]2[NH:12][C:11](=[O:13])[N:10]([CH:14]3[CH2:19][CH2:18][N:17]([C:22]4[CH:23]=[C:24]([C:28]([C:30]5[CH:39]=[C:38]([CH3:40])[C:33]6[O:34][CH2:35][CH2:36][O:37][C:32]=6[CH:31]=5)=[O:29])[N:25]=[CH:26][N:27]=4)[CH2:16][CH2:15]3)[CH2:9][CH2:8][C:7]=2[CH:20]=1. The catalyst class is: 3. (2) Reactant: [CH3:1][C:2]1[C:7]([CH3:8])=[CH:6][CH:5]=[CH:4][C:3]=1[CH:9]([C:11]1[NH:12][CH:13]=[CH:14][N:15]=1)[CH3:10].C(N(CC)CC)C.Cl[C:24]([O:26][C:27]1[CH:32]=[CH:31][C:30]([F:33])=[CH:29][CH:28]=1)=[O:25].C(OCC)(=O)C. Product: [CH3:1][C:2]1[C:7]([CH3:8])=[CH:6][CH:5]=[CH:4][C:3]=1[CH:9]([C:11]1[N:15]([C:24]([O:26][C:27]2[CH:32]=[CH:31][C:30]([F:33])=[CH:29][CH:28]=2)=[O:25])[CH:14]=[CH:13][N:12]=1)[CH3:10]. The catalyst class is: 30. (3) Reactant: [CH2:1]([O:3][CH2:4][C:5]1[N:6]([NH:18][CH:19]([CH3:21])[CH3:20])[C:7]2[C:16]3[CH:15]=[CH:14][CH:13]=[CH:12][C:11]=3[N:10]=[CH:9][C:8]=2[N:17]=1)[CH3:2].C1C=C(Cl)C=C(C(OO)=[O:30])C=1. Product: [CH2:1]([O:3][CH2:4][C:5]1[N:6]([NH:18][CH:19]([CH3:20])[CH3:21])[C:7]2[C:16]3[CH:15]=[CH:14][CH:13]=[CH:12][C:11]=3[N+:10]([O-:30])=[CH:9][C:8]=2[N:17]=1)[CH3:2]. The catalyst class is: 2.